This data is from Reaction yield outcomes from USPTO patents with 853,638 reactions. The task is: Predict the reaction yield, written as a fraction of the theoretical maximum amount of product (1.0 means a 100% yield; for example, 0.34 means a 34% yield). (1) The reactants are [N:1]1([C:8]2[CH:13]=[CH:12][C:11]([N+:14]([O-])=O)=[CH:10][CH:9]=2)[CH2:6][CH2:5][O:4][CH2:3][C:2]1=[O:7].[H][H]. The catalyst is O1CCCC1.[Pd]. The product is [N:1]1([C:8]2[CH:13]=[CH:12][C:11]([NH2:14])=[CH:10][CH:9]=2)[CH2:6][CH2:5][O:4][CH2:3][C:2]1=[O:7]. The yield is 0.376. (2) The reactants are [C:1]([O:5][C:6]([NH:8][C@@H:9]1[CH2:14][CH2:13][C@H:12]([C:15](O)=[O:16])[CH2:11][CH2:10]1)=[O:7])([CH3:4])([CH3:3])[CH3:2].CN1CCOCC1.ClC(OCC(C)C)=O.[BH4-].[Na+]. The catalyst is C1COCC1.CO. The product is [C:1]([O:5][C:6]([NH:8][C@H:9]1[CH2:10][CH2:11][C@@H:12]([CH2:15][OH:16])[CH2:13][CH2:14]1)=[O:7])([CH3:4])([CH3:3])[CH3:2]. The yield is 1.00. (3) The reactants are [C:1]([O:5][C:6]([N:8]1[CH2:13][CH2:12][C:11]([C:17]([C:19]2[N:20](S(C3C=CC=CC=3)(=O)=O)[C:21]3[C:26]([CH:27]=2)=[CH:25][C:24]([F:28])=[CH:23][CH:22]=3)=[O:18])([CH2:14][CH2:15][CH3:16])[CH2:10][CH2:9]1)=[O:7])([CH3:4])([CH3:3])[CH3:2].[OH-].[Na+]. The catalyst is CO. The product is [C:1]([O:5][C:6]([N:8]1[CH2:9][CH2:10][C:11]([C:17]([C:19]2[NH:20][C:21]3[C:26]([CH:27]=2)=[CH:25][C:24]([F:28])=[CH:23][CH:22]=3)=[O:18])([CH2:14][CH2:15][CH3:16])[CH2:12][CH2:13]1)=[O:7])([CH3:2])([CH3:3])[CH3:4]. The yield is 0.760.